Dataset: hERG Central: cardiac toxicity at 1µM, 10µM, and general inhibition. Task: Predict hERG channel inhibition at various concentrations. (1) The molecule is Cc1cc(=O)oc2cc(Oc3ccc([N+](=O)[O-])cc3[N+](=O)[O-])ccc12. Results: hERG_inhib (hERG inhibition (general)): blocker. (2) The molecule is CCOC(=O)C1(Cc2ccccc2)CCN(C2Cc3ccccc3C2)CC1. Results: hERG_inhib (hERG inhibition (general)): blocker. (3) The compound is CC1(C)CC(=O)C(N=Nc2ccc(OC(F)F)cc2)=C(O)C1. Results: hERG_inhib (hERG inhibition (general)): blocker. (4) Results: hERG_inhib (hERG inhibition (general)): blocker. The molecule is CCCCCCCCCCOC(=O)Cn1c(COc2ccccc2OC)[n+](C)c2ccccc21.[Cl-]. (5) The compound is COc1ccc(C(=O)CCC(=O)N2CCN(c3ccc([N+](=O)[O-])cc3)CC2)cc1. Results: hERG_inhib (hERG inhibition (general)): blocker. (6) The compound is COc1ccc(C(=O)NCC(=O)OCc2ccc([N+](=O)[O-])cc2)cc1. Results: hERG_inhib (hERG inhibition (general)): blocker. (7) The drug is CCCCCCn1c(CN2CCN(C(=O)OCC)CC2)nc2c1c(=O)n(C)c(=O)n2C. Results: hERG_inhib (hERG inhibition (general)): blocker. (8) The compound is COc1ccc2c(c1)c(=O)c(C(=O)c1ccccc1)cn2Cc1ccc(C)cc1. Results: hERG_inhib (hERG inhibition (general)): blocker. (9) The compound is COc1ccc(C2c3ccc(O)cc3Oc3ncn(Cc4ccco4)c(=N)c32)cc1. Results: hERG_inhib (hERG inhibition (general)): blocker. (10) The drug is Cc1cc(N2CCN(C)CC2)n2nc(-c3ccc(Cl)cc3)nc2n1. Results: hERG_inhib (hERG inhibition (general)): blocker.